Dataset: NCI-60 drug combinations with 297,098 pairs across 59 cell lines. Task: Regression. Given two drug SMILES strings and cell line genomic features, predict the synergy score measuring deviation from expected non-interaction effect. (1) Drug 1: C1C(C(OC1N2C=C(C(=O)NC2=O)F)CO)O. Drug 2: C(CN)CNCCSP(=O)(O)O. Cell line: SK-OV-3. Synergy scores: CSS=1.46, Synergy_ZIP=-2.40, Synergy_Bliss=-4.99, Synergy_Loewe=-19.9, Synergy_HSA=-6.75. (2) Drug 1: CC(C1=C(C=CC(=C1Cl)F)Cl)OC2=C(N=CC(=C2)C3=CN(N=C3)C4CCNCC4)N. Drug 2: CS(=O)(=O)C1=CC(=C(C=C1)C(=O)NC2=CC(=C(C=C2)Cl)C3=CC=CC=N3)Cl. Cell line: NCI/ADR-RES. Synergy scores: CSS=4.88, Synergy_ZIP=-2.23, Synergy_Bliss=-1.41, Synergy_Loewe=-2.30, Synergy_HSA=-2.75. (3) Drug 1: C(CCl)NC(=O)N(CCCl)N=O. Drug 2: COCCOC1=C(C=C2C(=C1)C(=NC=N2)NC3=CC=CC(=C3)C#C)OCCOC.Cl. Cell line: SK-MEL-5. Synergy scores: CSS=18.8, Synergy_ZIP=-4.53, Synergy_Bliss=-2.35, Synergy_Loewe=3.66, Synergy_HSA=4.23.